Dataset: NCI-60 drug combinations with 297,098 pairs across 59 cell lines. Task: Regression. Given two drug SMILES strings and cell line genomic features, predict the synergy score measuring deviation from expected non-interaction effect. Drug 1: CC1=C(N=C(N=C1N)C(CC(=O)N)NCC(C(=O)N)N)C(=O)NC(C(C2=CN=CN2)OC3C(C(C(C(O3)CO)O)O)OC4C(C(C(C(O4)CO)O)OC(=O)N)O)C(=O)NC(C)C(C(C)C(=O)NC(C(C)O)C(=O)NCCC5=NC(=CS5)C6=NC(=CS6)C(=O)NCCC[S+](C)C)O. Drug 2: CN1C2=C(C=C(C=C2)N(CCCl)CCCl)N=C1CCCC(=O)O.Cl. Cell line: CCRF-CEM. Synergy scores: CSS=19.7, Synergy_ZIP=-10.5, Synergy_Bliss=-8.35, Synergy_Loewe=-7.92, Synergy_HSA=-1.10.